This data is from Forward reaction prediction with 1.9M reactions from USPTO patents (1976-2016). The task is: Predict the product of the given reaction. (1) Given the reactants [CH3:1][C:2]#[N:3].[Li]CCCC.[S:9]1[CH2:14][CH2:13][CH:12]([C:15](OC)=[O:16])[CH2:11][CH2:10]1, predict the reaction product. The product is: [O:16]=[C:15]([CH:12]1[CH2:13][CH2:14][S:9][CH2:10][CH2:11]1)[CH2:1][C:2]#[N:3]. (2) The product is: [CH2:32]([O:31][P:30]1(=[O:34])[CH:29]=[C:28]([C:25]2[CH:24]=[CH:23][C:22]([CH3:36])=[CH:27][CH:26]=2)[CH:42]=[C:41]([CH2:40][CH2:39][CH2:38][Cl:37])[O:35]1)[CH3:33]. Given the reactants CC(P(C(C)(C)C)C1C(C2C=CC=CC=2)=CC=CC=1)(C)C.[C:22]1([CH3:36])[CH:27]=[CH:26][C:25]([C:28]#[C:29][P:30](=[O:35])([OH:34])[O:31][CH2:32][CH3:33])=[CH:24][CH:23]=1.[Cl:37][CH2:38][CH2:39][CH2:40][C:41]#[CH:42], predict the reaction product.